Dataset: Catalyst prediction with 721,799 reactions and 888 catalyst types from USPTO. Task: Predict which catalyst facilitates the given reaction. (1) Reactant: [Cl:1][C:2]1[N:10]=[CH:9][N:8]=[C:7]2[C:3]=1[N:4]=[CH:5][N:6]2[C@H:11]1[CH2:33][C@@H:14]2[O:15][Si](C(C)C)(C(C)C)O[Si](C(C)C)(C(C)C)[O:19][CH2:20][C@H:13]2[CH2:12]1.F.N1C=CC=CC=1. Product: [Cl:1][C:2]1[N:10]=[CH:9][N:8]=[C:7]2[C:3]=1[N:4]=[CH:5][N:6]2[C@H:11]1[CH2:33][C@H:14]([OH:15])[C@@H:13]([CH2:20][OH:19])[CH2:12]1. The catalyst class is: 859. (2) Reactant: Br[CH2:2][C:3]([C:5]1[C:10]([CH3:11])=[CH:9][C:8]([N:12]([CH3:14])[CH3:13])=[CH:7][C:6]=1[CH3:15])=O.[NH2:16][C:17]([NH2:19])=[S:18]. Product: [CH3:13][N:12]([CH3:14])[C:8]1[CH:9]=[C:10]([CH3:11])[C:5]([C:3]2[N:16]=[C:17]([NH2:19])[S:18][CH:2]=2)=[C:6]([CH3:15])[CH:7]=1. The catalyst class is: 14.